Dataset: Full USPTO retrosynthesis dataset with 1.9M reactions from patents (1976-2016). Task: Predict the reactants needed to synthesize the given product. (1) Given the product [C:46]([C:50]1[CH:67]=[CH:66][C:53]([CH2:54][N:55]([CH2:56][CH2:57][C:58]2[CH:63]=[CH:62][C:61]([F:64])=[C:60]([Cl:65])[CH:59]=2)[C:12]([C:9]2[C:10]([F:11])=[C:2]([Cl:1])[CH:3]=[C:4]3[C:8]=2[NH:7][CH:6]=[CH:5]3)=[O:14])=[CH:52][CH:51]=1)([CH3:49])([CH3:47])[CH3:48], predict the reactants needed to synthesize it. The reactants are: [Cl:1][C:2]1[CH:3]=[C:4]2[C:8](=[C:9]([C:12]([OH:14])=O)[C:10]=1[F:11])[NH:7][CH:6]=[CH:5]2.CN(C(ON1N=NC2C=CC=CC1=2)=[N+](C)C)C.[B-](F)(F)(F)F.C(N(CC)C(C)C)(C)C.[C:46]([C:50]1[CH:67]=[CH:66][C:53]([CH2:54][NH:55][CH2:56][CH2:57][C:58]2[CH:63]=[CH:62][C:61]([F:64])=[C:60]([Cl:65])[CH:59]=2)=[CH:52][CH:51]=1)([CH3:49])([CH3:48])[CH3:47]. (2) The reactants are: [NH2:1][C:2]1[O:3][C:4]([C:7]([NH:9][CH:10]([C:12]2[CH:13]=[N:14][C:15]([O:19][CH2:20][C:21]([F:24])([F:23])[F:22])=[C:16]([Cl:18])[CH:17]=2)[CH3:11])=[O:8])=[CH:5][N:6]=1.[CH:25]1([C:28](Cl)=[O:29])[CH2:27][CH2:26]1. Given the product [Cl:18][C:16]1[CH:17]=[C:12]([CH:10]([NH:9][C:7]([C:4]2[O:3][C:2]([NH:1][C:28]([CH:25]3[CH2:27][CH2:26]3)=[O:29])=[N:6][CH:5]=2)=[O:8])[CH3:11])[CH:13]=[N:14][C:15]=1[O:19][CH2:20][C:21]([F:23])([F:22])[F:24], predict the reactants needed to synthesize it. (3) Given the product [CH3:9][O:8][C:5]1[CH:6]=[CH:7][C:2]([N:10]2[CH2:14][CH2:13][CH2:12][CH2:11]2)=[CH:3][CH:4]=1, predict the reactants needed to synthesize it. The reactants are: Cl[C:2]1[CH:7]=[CH:6][C:5]([O:8][CH3:9])=[CH:4][CH:3]=1.[NH:10]1[CH2:14][CH2:13][CH2:12][CH2:11]1.CC([O-])(C)C.[Na+]. (4) Given the product [Br:1][C:2]1[N:3]([CH2:22][C:21]2[CH:24]=[C:25]([Cl:28])[CH:26]=[CH:27][C:20]=2[Cl:19])[C:4]([C:8]([O:10][CH2:11][CH3:12])=[O:9])=[C:5]([CH3:7])[N:6]=1, predict the reactants needed to synthesize it. The reactants are: [Br:1][C:2]1[NH:3][C:4]([C:8]([O:10][CH2:11][CH3:12])=[O:9])=[C:5]([CH3:7])[N:6]=1.C(=O)([O-])[O-].[K+].[K+].[Cl:19][C:20]1[CH:27]=[CH:26][C:25]([Cl:28])=[CH:24][C:21]=1[CH2:22]Br.O. (5) Given the product [C:29]([C:28]1[N:27]=[CH:26][N:7]2[C:6]=1[C@@H:5]([CH2:31][CH3:32])[N:4]([CH:1]([CH3:3])[CH3:2])[C:13]1[N:12]=[C:11]([NH:14][C:15]3[CH:16]=[CH:17][C:18]([C:19]([NH:50][CH:47]4[CH2:46][CH2:45][N:44]([CH:41]5[CH2:42][CH2:43][N:38]([CH2:34][CH:35]([CH3:37])[CH3:36])[CH2:39][CH2:40]5)[CH2:49][CH2:48]4)=[O:20])=[CH:22][C:23]=3[O:24][CH3:25])[N:10]=[CH:9][C:8]2=1)#[N:30], predict the reactants needed to synthesize it. The reactants are: [CH:1]([N:4]1[C:13]2[N:12]=[C:11]([NH:14][C:15]3[C:23]([O:24][CH3:25])=[CH:22][C:18]([C:19](O)=[O:20])=[CH:17][CH:16]=3)[N:10]=[CH:9][C:8]=2[N:7]2[CH:26]=[N:27][C:28]([C:29]#[N:30])=[C:6]2[C@H:5]1[CH2:31][CH3:32])([CH3:3])[CH3:2].Cl.[CH2:34]([N:38]1[CH2:43][CH2:42][CH:41]([N:44]2[CH2:49][CH2:48][CH:47]([NH2:50])[CH2:46][CH2:45]2)[CH2:40][CH2:39]1)[CH:35]([CH3:37])[CH3:36]. (6) Given the product [CH:6]([C:7]1[C:15]2[C:20](=[C:19]([C:21]#[N:22])[CH:18]=[CH:17][CH:16]=2)[NH:12][CH:13]=1)=[O:10], predict the reactants needed to synthesize it. The reactants are: CN(C=O)C.[C:6](Cl)(=[O:10])[C:7](Cl)=O.[NH:12]1[C:20]2[C:15](=[CH:16][CH:17]=[CH:18][C:19]=2[C:21]#[N:22])C=[CH:13]1.